From a dataset of Full USPTO retrosynthesis dataset with 1.9M reactions from patents (1976-2016). Predict the reactants needed to synthesize the given product. (1) Given the product [CH3:31][N:32]([CH2:1][C:3]1[C:4]([C:27]([F:29])([F:28])[F:30])=[N:5][N:6]([CH2:8][C:9]([NH:11][C:12]2[S:16][C:15]3[CH2:17][CH2:18][CH2:19][CH2:20][C:14]=3[C:13]=2[C:21]([NH:23][CH2:24][CH2:25][OH:26])=[O:22])=[O:10])[CH:7]=1)[CH3:33], predict the reactants needed to synthesize it. The reactants are: [CH:1]([C:3]1[C:4]([C:27]([F:30])([F:29])[F:28])=[N:5][N:6]([CH2:8][C:9]([NH:11][C:12]2[S:16][C:15]3[CH2:17][CH2:18][CH2:19][CH2:20][C:14]=3[C:13]=2[C:21]([NH:23][CH2:24][CH2:25][OH:26])=[O:22])=[O:10])[CH:7]=1)=O.[CH3:31][NH:32][CH3:33].C(O[BH-](OC(=O)C)OC(=O)C)(=O)C.[Na+]. (2) Given the product [Cl:1][C:2]1[CH:3]=[CH:4][C:5]([CH2:8][CH2:9][CH2:10][C:11](=[O:13])[CH2:12][C:14](=[O:20])[C:15]([O:17][CH2:18][CH3:19])=[O:16])=[CH:6][CH:7]=1, predict the reactants needed to synthesize it. The reactants are: [Cl:1][C:2]1[CH:7]=[CH:6][C:5]([CH2:8][CH2:9][CH2:10][C:11](=[O:13])[CH3:12])=[CH:4][CH:3]=1.[C:14](OCC)(=[O:20])[C:15]([O:17][CH2:18][CH3:19])=[O:16].[O-]CC.[Na+]. (3) The reactants are: [Br:1][C:2]1[CH:3]=[N:4][N:5]2[CH:10]=[CH:9][C:8]([CH2:11][CH3:12])=[CH:7][C:6]=12.C1C(=O)N([Br:20])C(=O)C1.C(OOC(=O)C1C=CC=CC=1)(=O)C1C=CC=CC=1.O. Given the product [Br:1][C:2]1[CH:3]=[N:4][N:5]2[CH:10]=[CH:9][C:8]([CH:11]([Br:20])[CH3:12])=[CH:7][C:6]=12, predict the reactants needed to synthesize it. (4) Given the product [CH:1]([O:5][C:6]([N:8]1[CH2:9][CH2:10][CH:11]([N:14]2[C:18]3=[N:19][CH:20]=[N:21][C:22]([O:23][C:24]4[C:25]([CH3:35])=[N:26][C:27]([N:30]5[CH:34]=[N:33][CH:32]=[N:31]5)=[CH:28][CH:29]=4)=[C:17]3[CH:16]=[N:15]2)[CH2:12][CH2:13]1)=[O:7])([CH3:3])[CH3:2], predict the reactants needed to synthesize it. The reactants are: [C:1]([O:5][C:6]([N:8]1[CH2:13][CH2:12][CH:11]([N:14]2[C:18]3=[N:19][CH:20]=[N:21][C:22]([O:23][C:24]4[C:25]([CH3:35])=[N:26][C:27]([N:30]5[CH:34]=[N:33][CH:32]=[N:31]5)=[CH:28][CH:29]=4)=[C:17]3[CH:16]=[N:15]2)[CH2:10][CH2:9]1)=[O:7])(C)([CH3:3])[CH3:2].FC(F)(F)C(O)=O.ClC(OC(C)C)=O.C(N(CC)CC)C.C(=O)([O-])[O-].[Na+].[Na+]. (5) Given the product [Br:19][C:15]1[CH:14]=[C:13]([NH:12][C:5]2[C:4]3[C:9](=[CH:10][CH:11]=[C:2]([CH:20]=[CH:21][NH:22][SH:30](=[O:32])=[O:31])[CH:3]=3)[N:8]=[CH:7][N:6]=2)[CH:18]=[CH:17][CH:16]=1, predict the reactants needed to synthesize it. The reactants are: N[C:2]1[CH:3]=[C:4]2[C:9](=[CH:10][CH:11]=1)[N:8]=[CH:7][N:6]=[C:5]2[NH:12][C:13]1[CH:18]=[CH:17][CH:16]=[C:15]([Br:19])[CH:14]=1.[CH3:20][CH2:21][N:22](CC)CC.ClCC[S:30](Cl)(=[O:32])=[O:31]. (6) Given the product [CH3:28][O:27][C:23](=[O:26])[CH2:24][S:25][CH2:6][CH2:7][C:8]1[CH:9]=[CH:10][C:11]([N+:14]([O-:16])=[O:15])=[CH:12][CH:13]=1, predict the reactants needed to synthesize it. The reactants are: CS(O[CH2:6][CH2:7][C:8]1[CH:13]=[CH:12][C:11]([N+:14]([O-:16])=[O:15])=[CH:10][CH:9]=1)(=O)=O.C(=O)([O-])[O-].[K+].[K+].[C:23]([O:27][CH3:28])(=[O:26])[CH2:24][SH:25]. (7) Given the product [CH3:1][O:2][CH:3]1[CH2:8][CH2:7][N:6]([C:12](=[O:13])[CH2:11][C:10](=[O:14])[CH3:9])[CH2:5][CH2:4]1, predict the reactants needed to synthesize it. The reactants are: [CH3:1][O:2][CH:3]1[CH2:8][CH2:7][NH:6][CH2:5][CH2:4]1.[CH2:9]=[C:10]1[O:14][C:12](=[O:13])[CH2:11]1. (8) The reactants are: C(OC([N:8]1[CH2:13][CH2:12][N:11]([C:14]2[O:15][C:16]([CH3:19])=[N:17][N:18]=2)[CH2:10][CH2:9]1)=O)(C)(C)C.C(O)(C(F)(F)F)=O. Given the product [CH3:19][C:16]1[O:15][C:14]([N:11]2[CH2:12][CH2:13][NH:8][CH2:9][CH2:10]2)=[N:18][N:17]=1, predict the reactants needed to synthesize it.